Dataset: Forward reaction prediction with 1.9M reactions from USPTO patents (1976-2016). Task: Predict the product of the given reaction. (1) Given the reactants CC(C)=[O:3].[CH:5]1([N:11]([CH2:22][CH3:23])[CH2:12][CH2:13][CH2:14][C:15]2[CH:20]=[CH:19][C:18]([OH:21])=[CH:17][CH:16]=2)[CH2:10][CH2:9][CH2:8][CH2:7][CH2:6]1.C(OC1C=CC(CC[CH2:40][N:41]([CH:44]2[CH2:49][CH2:48][CH2:47][CH2:46][CH2:45]2)CC)=CC=1)C1C=CC=CC=1, predict the reaction product. The product is: [O:3]1[C:45]2[CH:46]=[CH:47][CH:48]=[CH:49][C:44]=2[N:41]=[C:40]1[O:21][C:18]1[CH:17]=[CH:16][C:15]([CH2:14][CH2:13][CH2:12][N:11]([CH:5]2[CH2:10][CH2:9][CH2:8][CH2:7][CH2:6]2)[CH2:22][CH3:23])=[CH:20][CH:19]=1. (2) Given the reactants N[C:2]1[N:18]=[C:5]2[CH:6]=[CH:7][CH:8]=[C:9](CN3CCNC(=O)C3)[N:4]2N=1.FC(F)(F)C(O)=O.C(OC([N:33]([C:51](OC(C)(C)C)=O)[C:34]1[N:50]=[C:37]2[CH:38]=[CH:39][CH:40]=[C:41]([CH2:42][N:43]3[CH2:48][CH2:47][NH:46][C:45](=[O:49])[CH2:44]3)[N:36]2[N:35]=1)=O)(C)(C)C, predict the reaction product. The product is: [NH:4]1[C:5]2=[N:18][CH:2]=[C:51]([NH:33][C:34]3[N:50]=[C:37]4[CH:38]=[CH:39][CH:40]=[C:41]([CH2:42][N:43]5[CH2:48][CH2:47][NH:46][C:45](=[O:49])[CH2:44]5)[N:36]4[N:35]=3)[CH:6]=[C:7]2[CH:8]=[CH:9]1. (3) Given the reactants [NH2:1][CH:2]1[CH:7]([O:8]CC2C=CC=CC=2)[CH:6]([O:16]CC2C=CC=CC=2)[CH:5]([CH2:24][O:25]CC2C=CC=CC=2)[CH2:4][CH:3]1[OH:33].[CH2:34]([N:38]=[C:39]=S)[CH2:35][CH2:36][CH3:37].CI.C([O-])(O)=O.[Na+], predict the reaction product. The product is: [CH2:34]([NH:38][C:39]1[O:33][CH:3]2[CH2:4][CH:5]([CH2:24][OH:25])[CH:6]([OH:16])[CH:7]([OH:8])[CH:2]2[N:1]=1)[CH2:35][CH2:36][CH3:37]. (4) Given the reactants [F:1][C:2]([F:20])([F:19])[C:3]([C:9]1[CH:14]=[CH:13][C:12](F)=[C:11]([N+:16]([O-:18])=[O:17])[CH:10]=1)([OH:8])[C:4]([F:7])([F:6])[F:5].[N:21]1([C:27]([O:29][C:30]([CH3:33])([CH3:32])[CH3:31])=[O:28])[CH2:26][CH2:25][NH:24][CH2:23][CH2:22]1, predict the reaction product. The product is: [C:30]([O:29][C:27]([N:21]1[CH2:26][CH2:25][N:24]([C:12]2[CH:13]=[CH:14][C:9]([C:3]([OH:8])([C:2]([F:1])([F:19])[F:20])[C:4]([F:7])([F:5])[F:6])=[CH:10][C:11]=2[N+:16]([O-:18])=[O:17])[CH2:23][CH2:22]1)=[O:28])([CH3:33])([CH3:31])[CH3:32]. (5) Given the reactants [CH3:1][O:2][C:3](=[O:19])[CH2:4][C:5]([O:15][CH2:16][CH:17]=[CH2:18])([C:11]([O:13][CH3:14])=[O:12])[CH2:6][C:7]([O:9][CH3:10])=[O:8].[CH2:20]([O:22][SiH:23]([O:27][CH2:28][CH3:29])[O:24][CH2:25][CH3:26])[CH3:21], predict the reaction product. The product is: [CH3:1][O:2][C:3](=[O:19])[CH2:4][C:5]([C:11]([O:13][CH3:14])=[O:12])([O:15][CH2:16][CH2:17][CH2:18][Si:23]([O:27][CH2:28][CH3:29])([O:24][CH2:25][CH3:26])[O:22][CH2:20][CH3:21])[CH2:6][C:7]([O:9][CH3:10])=[O:8].